Dataset: Reaction yield outcomes from USPTO patents with 853,638 reactions. Task: Predict the reaction yield, written as a fraction of the theoretical maximum amount of product (1.0 means a 100% yield; for example, 0.34 means a 34% yield). (1) The reactants are [CH:1]([C:3]1[CH:4]=[CH:5][CH:6]=[C:7]2[C:11]=1[NH:10][CH:9]=[CH:8]2)=[O:2].C[Li].[CH2:14](OCC)C.C(=O)(O)[O-].[Na+]. The catalyst is O1CCCC1.C(OCC)(=O)C. The product is [NH:10]1[C:11]2[C:7](=[CH:6][CH:5]=[CH:4][C:3]=2[CH:1]([OH:2])[CH3:14])[CH:8]=[CH:9]1. The yield is 0.940. (2) The reactants are [Br:1][C:2]1[C:11]2[C:6](=[CH:7][C:8]([NH:12][CH3:13])=[CH:9][CH:10]=2)[C:5](=[O:14])[N:4]([CH:15]([CH3:17])[CH3:16])[N:3]=1.[H-].[Na+].[CH3:20][S:21][CH2:22][CH2:23]Cl.O. The catalyst is CN(C=O)C. The product is [Br:1][C:2]1[C:11]2[C:6](=[CH:7][C:8]([N:12]([CH3:13])[CH2:23][CH2:22][S:21][CH3:20])=[CH:9][CH:10]=2)[C:5](=[O:14])[N:4]([CH:15]([CH3:17])[CH3:16])[N:3]=1. The yield is 0.180.